Dataset: Reaction yield outcomes from USPTO patents with 853,638 reactions. Task: Predict the reaction yield, written as a fraction of the theoretical maximum amount of product (1.0 means a 100% yield; for example, 0.34 means a 34% yield). (1) The reactants are [CH:1]1([PH:7][CH:8]2[CH2:13][CH2:12][CH2:11][CH2:10][CH2:9]2)[CH2:6][CH2:5][CH2:4][CH2:3][CH2:2]1.[Cl:14]C(Cl)(Cl)C(OCC)=O. The catalyst is ClC1C=CC=CC=1. The product is [CH:8]1([P:7]([CH:1]2[CH2:2][CH2:3][CH2:4][CH2:5][CH2:6]2)[Cl:14])[CH2:9][CH2:10][CH2:11][CH2:12][CH2:13]1. The yield is 0.806. (2) The reactants are [CH2:1]([NH:3][CH2:4][CH3:5])[CH3:2].C([O:13][CH2:14][CH2:15][N:16]1[C:28]2[CH2:27][CH2:26][CH2:25][CH:24]([C:29]([OH:31])=[O:30])[C:23]=2[C:22]2[C:17]1=[CH:18][CH:19]=[CH:20][C:21]=2[O:32][CH3:33])C1C=CC=CC=1.[H][H]. The catalyst is CO.[Pd]. The product is [CH2:1]([NH:3][CH2:4][CH3:5])[CH3:2].[OH:13][CH2:14][CH2:15][N:16]1[C:28]2[CH2:27][CH2:26][CH2:25][CH:24]([C:29]([OH:31])=[O:30])[C:23]=2[C:22]2[C:17]1=[CH:18][CH:19]=[CH:20][C:21]=2[O:32][CH3:33]. The yield is 1.00.